Dataset: Catalyst prediction with 721,799 reactions and 888 catalyst types from USPTO. Task: Predict which catalyst facilitates the given reaction. (1) Product: [CH3:1][N:2]1[C:10]2[C@@:9]3([CH3:14])[C:11]([CH3:12])([CH3:13])[C@H:6]([CH2:7][CH2:8]3)[C:5]=2[C:4](=[O:15])[N:3]1[CH2:20][C:19]1[CH:22]=[CH:23][CH:24]=[CH:25][C:18]=1[C:17]([F:16])([F:26])[F:27]. The catalyst class is: 9. Reactant: [CH3:1][N:2]1[C:10]2[C@@:9]3([CH3:14])[C:11]([CH3:13])([CH3:12])[C@H:6]([CH2:7][CH2:8]3)[C:5]=2[C:4](=[O:15])[NH:3]1.[F:16][C:17]([F:27])([F:26])[C:18]1[CH:25]=[CH:24][CH:23]=[CH:22][C:19]=1[CH2:20]Br. (2) Reactant: [CH2:1]([O:8][C:9](=[O:24])[NH:10][C@H:11]1[CH2:16][CH2:15][CH2:14][C@@H:13]([N:17]2[CH2:22][CH2:21][N:20]([CH3:23])[CH2:19][CH2:18]2)[CH2:12]1)[C:2]1[CH:7]=[CH:6][CH:5]=[CH:4][CH:3]=1.C(OC(C)C)(=O)C.C1(C)C=CC=CC=1.[C@:39]12([CH2:49][S:50]([OH:53])(=[O:52])=[O:51])[C:46]([CH3:48])([CH3:47])[CH:43]([CH2:44][CH2:45]1)[CH2:42][C:40]2=[O:41]. Product: [CH3:47][C:46]1([CH3:48])[C@@H:43]2[CH2:44][CH2:45][C@@:39]1([CH2:49][S:50]([OH:53])(=[O:52])=[O:51])[C:40](=[O:41])[CH2:42]2.[CH3:23][N:20]1[CH2:19][CH2:18][N:17]([C@@H:13]2[CH2:14][CH2:15][CH2:16][C@H:11]([NH:10][C:9](=[O:24])[O:8][CH2:1][C:2]3[CH:3]=[CH:4][CH:5]=[CH:6][CH:7]=3)[CH2:12]2)[CH2:22][CH2:21]1. The catalyst class is: 6. (3) Reactant: [Br:1][C:2]1[CH:7]=[C:6](F)[CH:5]=[CH:4][C:3]=1[N+:9]([O-:11])=[O:10].C(=O)([O-])[O-].[Cs+].[Cs+].[CH3:18][O:19][C:20]1[CH:21]=[C:22]([OH:26])[CH:23]=[CH:24][CH:25]=1. Product: [Br:1][C:2]1[CH:7]=[C:6]([O:26][C:22]2[CH:23]=[CH:24][CH:25]=[C:20]([O:19][CH3:18])[CH:21]=2)[CH:5]=[CH:4][C:3]=1[N+:9]([O-:11])=[O:10]. The catalyst class is: 10. (4) Reactant: C[N:2](C)/[CH:3]=[C:4](/[C:7]1[CH:12]=[CH:11][C:10]([N+:13]([O-:15])=[O:14])=[CH:9][C:8]=1[CH3:16])\[C:5]#N.[CH3:18][N:19]1[CH2:24][CH2:23][N:22]([C:25]2[CH:26]=[C:27]([C:31]3[CH:35]=[N:34][NH:33][C:32]=3[NH2:36])[CH:28]=[CH:29][CH:30]=2)[CH2:21][CH2:20]1.C(O)(=O)C.CO. Product: [CH3:16][C:8]1[CH:9]=[C:10]([N+:13]([O-:15])=[O:14])[CH:11]=[CH:12][C:7]=1[C:4]1[CH:5]=[N:36][C:32]2[N:33]([N:34]=[CH:35][C:31]=2[C:27]2[CH:28]=[CH:29][CH:30]=[C:25]([N:22]3[CH2:23][CH2:24][N:19]([CH3:18])[CH2:20][CH2:21]3)[CH:26]=2)[C:3]=1[NH2:2]. The catalyst class is: 502. (5) Reactant: [CH2:1]([O:3][C:4](=[O:17])[C:5]([CH3:16])([CH2:11][CH2:12][CH:13]([CH3:15])[CH3:14])[C:6](OCC)=[O:7])[CH3:2].CC(C[AlH]CC(C)C)C.C1(C)C=CC=CC=1. Product: [CH2:1]([O:3][C:4](=[O:17])[C:5]([CH:6]=[O:7])([CH3:16])[CH2:11][CH2:12][CH:13]([CH3:14])[CH3:15])[CH3:2]. The catalyst class is: 4. (6) The catalyst class is: 10. Product: [C:32]([O:31][C:29](=[O:30])[CH2:28][O:27][CH2:26][CH2:25][CH2:24][CH2:23][O:1][C:2]1[CH:3]=[CH:4][C:5]([C:6]([O:8][CH3:9])=[O:7])=[CH:10][CH:11]=1)([CH3:35])([CH3:34])[CH3:33]. Reactant: [OH:1][C:2]1[CH:11]=[CH:10][C:5]([C:6]([O:8][CH3:9])=[O:7])=[CH:4][CH:3]=1.CC1C=CC(S(O[CH2:23][CH2:24][CH2:25][CH2:26][O:27][CH2:28][C:29]([O:31][C:32]([CH3:35])([CH3:34])[CH3:33])=[O:30])(=O)=O)=CC=1.C(=O)([O-])[O-].[K+].[K+].